From a dataset of HIV replication inhibition screening data with 41,000+ compounds from the AIDS Antiviral Screen. Binary Classification. Given a drug SMILES string, predict its activity (active/inactive) in a high-throughput screening assay against a specified biological target. (1) The drug is CCN(c1ccccc1)c1cc(=O)nc2ccccn12. The result is 0 (inactive). (2) The compound is NC(CSSCC(N)C(=O)NC(Cc1ccc(O)cc1)C(=O)O)C(=O)NC(Cc1ccc(O)cc1)C(=O)O. The result is 0 (inactive). (3) The molecule is CN(C)c1ccc(C=C2C=CC=C2)cc1. The result is 0 (inactive). (4) The molecule is COc1ccc2c(c1OC)Oc1c(OC)ccc3c1C(C2)NCC3.Cl. The result is 0 (inactive). (5) The molecule is CCN(CC)C(=O)c1cccc2c(OC)ccc(OC)c12. The result is 0 (inactive). (6) The molecule is Cc1ccc(S(=O)(=O)NN=C2C(C)CC(C(C)(C)C)CC2C)cc1. The result is 0 (inactive).